This data is from NCI-60 drug combinations with 297,098 pairs across 59 cell lines. The task is: Regression. Given two drug SMILES strings and cell line genomic features, predict the synergy score measuring deviation from expected non-interaction effect. Drug 1: CCC1(CC2CC(C3=C(CCN(C2)C1)C4=CC=CC=C4N3)(C5=C(C=C6C(=C5)C78CCN9C7C(C=CC9)(C(C(C8N6C)(C(=O)OC)O)OC(=O)C)CC)OC)C(=O)OC)O.OS(=O)(=O)O. Drug 2: CC1=C2C(C(=O)C3(C(CC4C(C3C(C(C2(C)C)(CC1OC(=O)C(C(C5=CC=CC=C5)NC(=O)OC(C)(C)C)O)O)OC(=O)C6=CC=CC=C6)(CO4)OC(=O)C)O)C)O. Cell line: K-562. Synergy scores: CSS=3.06, Synergy_ZIP=9.05, Synergy_Bliss=18.0, Synergy_Loewe=2.00, Synergy_HSA=3.19.